This data is from Forward reaction prediction with 1.9M reactions from USPTO patents (1976-2016). The task is: Predict the product of the given reaction. (1) Given the reactants [C:1]([O:11][CH:12]([C:14]([O:17][CH2:18][CH2:19][OH:20])([F:16])[F:15])[F:13])([C:4]([C:7]([F:10])([F:9])[F:8])([F:6])[F:5])([F:3])[F:2].C(=O)([O-])[O-].[K+].[K+].[F:27][C:28]([F:35])([F:34])[C:29]([F:33])=[C:30]([F:32])[F:31], predict the reaction product. The product is: [C:1]([O:11][CH:12]([C:14]([O:17][CH2:18][CH2:19][O:20][C:30]([CH:29]([C:28]([F:35])([F:34])[F:27])[F:33])([F:32])[F:31])([F:16])[F:15])[F:13])([C:4]([C:7]([F:9])([F:8])[F:10])([F:6])[F:5])([F:3])[F:2]. (2) Given the reactants [NH2:1][CH2:2][CH2:3][CH2:4][C@@H:5]([CH2:9][C:10]1[N:11]=[CH:12][N:13]2[C:22]3[C:17](=[CH:18][CH:19]=[CH:20][CH:21]=3)[CH2:16][CH2:15][C:14]=12)[C:6]([OH:8])=[O:7].[C:23]([O:31][CH:32]([O:36][C:37](OC1C=CC([N+]([O-])=O)=CC=1)=[O:38])[CH:33]([CH3:35])[CH3:34])(=[O:30])[C:24]1[CH:29]=[CH:28][CH:27]=[CH:26][CH:25]=1.O, predict the reaction product. The product is: [CH:12]1[N:13]2[C:22]3[C:17]([CH2:16][CH2:15][C:14]2=[C:10]([CH2:9][C@H:5]([CH2:4][CH2:3][CH2:2][NH:1][C:37]([O:36][CH:32]([O:31][C:23]([C:24]2[CH:29]=[CH:28][CH:27]=[CH:26][CH:25]=2)=[O:30])[CH:33]([CH3:35])[CH3:34])=[O:38])[C:6]([OH:8])=[O:7])[N:11]=1)=[CH:18][CH:19]=[CH:20][CH:21]=3. (3) The product is: [C:1]([NH:4][C:5]1[CH:6]=[CH:7][C:8]([CH2:11][CH2:12][C:13]([NH:16][CH2:17][C:18]([N:20]([C:22]2[CH:27]=[CH:26][C:25]([Cl:28])=[C:24]([CH2:29][O:30][C:31]3[CH:32]=[CH:33][CH:34]=[C:35]4[C:40]=3[N:39]=[C:38]([CH3:41])[CH:37]=[C:36]4[O:42][CH2:43][C:44]3[CH:49]=[CH:48][CH:47]=[CH:46][N:45]=3)[C:23]=2[Cl:50])[CH3:21])=[O:19])=[O:15])=[CH:9][CH:10]=1)(=[O:3])[CH3:2]. Given the reactants [C:1]([NH:4][C:5]1[CH:10]=[CH:9][C:8]([CH2:11][CH2:12][C:13]([OH:15])=O)=[CH:7][CH:6]=1)(=[O:3])[CH3:2].[NH2:16][CH2:17][C:18]([N:20]([C:22]1[CH:27]=[CH:26][C:25]([Cl:28])=[C:24]([CH2:29][O:30][C:31]2[CH:32]=[CH:33][CH:34]=[C:35]3[C:40]=2[N:39]=[C:38]([CH3:41])[CH:37]=[C:36]3[O:42][CH2:43][C:44]2[CH:49]=[CH:48][CH:47]=[CH:46][N:45]=2)[C:23]=1[Cl:50])[CH3:21])=[O:19].ClC1C(COC2C3N=C(OC)N(CC4C=CC=CN=4)C=3C=CC=2)=C(Cl)C=CC=1N(C)C(=O)CNC(=O)CCC1C=CC(C(NCCOC)=O)=CC=1, predict the reaction product. (4) Given the reactants C([Li])CCC.S1CCCSC1[Si](C)(C)C.[CH3:16][O:17][C:18]1[CH:19]=[C:20]([C:24]2[N:31]=[CH:30][CH:29]=[CH:28][C:25]=2[CH:26]=O)[CH:21]=[CH:22][CH:23]=1.[OH2:32].C1[CH2:37][O:36][CH2:35]C1, predict the reaction product. The product is: [CH3:16][O:17][C:18]1[CH:19]=[C:20]([C:24]2[C:25]([CH2:26][C:35]([O:36][CH3:37])=[O:32])=[CH:28][CH:29]=[CH:30][N:31]=2)[CH:21]=[CH:22][CH:23]=1. (5) Given the reactants [CH:1]1([N:6]2[C:15]3[N:14]=[C:13]([NH:16][C:17]4[CH:32]=[CH:31][C:20]([C:21]([O:23]CC5C=CC=CC=5)=[O:22])=[CH:19][C:18]=4[O:33][CH3:34])[N:12]=[CH:11][C:10]=3[N:9]=[C:8]([CH3:35])[C:7]2=[O:36])[CH2:5][CH2:4][CH2:3][CH2:2]1, predict the reaction product. The product is: [CH:1]1([N:6]2[C:15]3[N:14]=[C:13]([NH:16][C:17]4[CH:32]=[CH:31][C:20]([C:21]([OH:23])=[O:22])=[CH:19][C:18]=4[O:33][CH3:34])[N:12]=[CH:11][C:10]=3[N:9]=[C:8]([CH3:35])[C:7]2=[O:36])[CH2:2][CH2:3][CH2:4][CH2:5]1. (6) Given the reactants [Cl:1][C:2]1[CH:3]=[N:4][C:5]([N:8]2[CH2:13][CH2:12][CH:11]([CH:14]3[CH2:16][CH:15]3[CH2:17][CH2:18][NH2:19])[CH2:10][CH2:9]2)=[N:6][CH:7]=1.F[C:21]1[CH:26]=[CH:25][C:24]([S:27]([CH3:30])(=[O:29])=[O:28])=[CH:23][CH:22]=1.C1CCN2C(=NCCC2)CC1, predict the reaction product. The product is: [Cl:1][C:2]1[CH:3]=[N:4][C:5]([N:8]2[CH2:13][CH2:12][CH:11]([CH:14]3[CH2:16][CH:15]3[CH2:17][CH2:18][NH:19][C:21]3[CH:26]=[CH:25][C:24]([S:27]([CH3:30])(=[O:29])=[O:28])=[CH:23][CH:22]=3)[CH2:10][CH2:9]2)=[N:6][CH:7]=1. (7) The product is: [Cl:1][C:2]1[C:3]([CH:10]2[CH2:12][CH2:11]2)=[N:4][CH:5]=[C:6]([CH2:8][CH3:9])[N:7]=1.[Cl:1][C:19]1[C:18]([CH2:22][CH3:23])=[N:17][CH:16]=[C:15]([CH:12]2[CH2:14][CH2:13]2)[N:20]=1. Given the reactants [Cl:1][C:2]1[C:3]([CH2:10][CH3:11])=[N:4][CH:5]=[C:6]([CH2:8][CH3:9])[N:7]=1.[CH:12]1([CH:15]2[NH:20][C:19](=O)[CH:18]([CH2:22][CH3:23])[NH:17][C:16]2=O)[CH2:14][CH2:13]1, predict the reaction product.